Task: Predict which catalyst facilitates the given reaction.. Dataset: Catalyst prediction with 721,799 reactions and 888 catalyst types from USPTO (1) Reactant: Cl.[Cl:2][C:3]1[CH:4]=[C:5]2[C:9](=[CH:10][CH:11]=1)[NH:8][CH:7]=[C:6]2[CH2:12][CH2:13][NH2:14].[CH:15]1([N:18]2[CH2:22][CH2:21][CH:20]([C:23](O)=[O:24])[C:19]2=[O:26])[CH2:17][CH2:16]1.CN(C(ON1N=NC2C=CC=NC1=2)=[N+](C)C)C.F[P-](F)(F)(F)(F)F.C(N(CC)C(C)C)(C)C. Product: [Cl:2][C:3]1[CH:4]=[C:5]2[C:9](=[CH:10][CH:11]=1)[NH:8][CH:7]=[C:6]2[CH2:12][CH2:13][NH:14][C:23]([CH:20]1[CH2:21][CH2:22][N:18]([CH:15]2[CH2:17][CH2:16]2)[C:19]1=[O:26])=[O:24]. The catalyst class is: 3. (2) Reactant: CC([O-])(C)C.[K+].[Cl:7][C:8]1[CH:13]=[CH:12][CH:11]=[CH:10][C:9]=1[C:14]1([CH3:27])[C:22]2[C:17](=[CH:18][CH:19]=[C:20]([O:23][CH2:24][CH3:25])[CH:21]=2)[NH:16][C:15]1=[O:26].[CH3:28][O:29][C:30]1[CH:35]=[C:34]([O:36][CH3:37])[CH:33]=[CH:32][C:31]=1[S:38](Cl)(=[O:40])=[O:39]. Product: [Cl:7][C:8]1[CH:13]=[CH:12][CH:11]=[CH:10][C:9]=1[C:14]1([CH3:27])[C:22]2[C:17](=[CH:18][CH:19]=[C:20]([O:23][CH2:24][CH3:25])[CH:21]=2)[N:16]([S:38]([C:31]2[CH:32]=[CH:33][C:34]([O:36][CH3:37])=[CH:35][C:30]=2[O:29][CH3:28])(=[O:40])=[O:39])[C:15]1=[O:26]. The catalyst class is: 7. (3) Reactant: [C:1]1([C:7]2[C:11]3[CH:12]=[N:13][CH:14]=[CH:15][C:10]=3[O:9][C:8]=2[C:16]2[CH:21]=[CH:20][C:19]([C:22]3([NH:26]C(=O)OC(C)(C)C)[CH2:25][CH2:24][CH2:23]3)=[CH:18][CH:17]=2)[CH:6]=[CH:5][CH:4]=[CH:3][CH:2]=1.C(O)(C(F)(F)F)=O. Product: [C:1]1([C:7]2[C:11]3[CH:12]=[N:13][CH:14]=[CH:15][C:10]=3[O:9][C:8]=2[C:16]2[CH:21]=[CH:20][C:19]([C:22]3([NH2:26])[CH2:25][CH2:24][CH2:23]3)=[CH:18][CH:17]=2)[CH:2]=[CH:3][CH:4]=[CH:5][CH:6]=1. The catalyst class is: 2. (4) Reactant: [CH3:1][C:2]1[C:7]([C:8]2[N:9]=[C:10]([N:17]3[CH2:22][CH2:21][O:20][CH2:19][CH2:18]3)[C:11]3[S:16][CH:15]=[CH:14][C:12]=3[N:13]=2)=[CH:6][CH:5]=[CH:4][C:3]=1[NH2:23].[N:24](OCCC(C)C)=O. Product: [NH:23]1[C:3]2[C:2](=[C:7]([C:8]3[N:9]=[C:10]([N:17]4[CH2:22][CH2:21][O:20][CH2:19][CH2:18]4)[C:11]4[S:16][CH:15]=[CH:14][C:12]=4[N:13]=3)[CH:6]=[CH:5][CH:4]=2)[CH:1]=[N:24]1. The catalyst class is: 845. (5) Reactant: [CH2:1]([NH:8][C@@H:9]([CH3:12])[CH2:10][OH:11])[C:2]1[CH:7]=[CH:6][CH:5]=[CH:4][CH:3]=1.C(N(CC)CC)C.[Cl:20][CH2:21][C:22](Cl)=[O:23]. Product: [CH2:1]([N:8]([C@@H:9]([CH3:12])[CH2:10][OH:11])[C:22](=[O:23])[CH2:21][Cl:20])[C:2]1[CH:7]=[CH:6][CH:5]=[CH:4][CH:3]=1. The catalyst class is: 2. (6) Reactant: [OH:1][C:2]1[CH:30]=[CH:29][C:5]([CH2:6][C@H:7]2[C@H:15]3[C@@H:11]([N:12]([CH2:17][C:18]4[CH:23]=[CH:22][CH:21]=[C:20]([CH:24]([CH3:26])[CH3:25])[CH:19]=4)C(=O)[O:14]3)[CH2:10][S:9](=[O:28])(=[O:27])[CH2:8]2)=[CH:4][C:3]=1[CH2:31][C:32]1[CH:37]=[C:36]([CH3:38])[CH:35]=[C:34]([CH2:39][O:40][CH3:41])[CH:33]=1. Product: [OH:1][C:2]1[CH:30]=[CH:29][C:5]([CH2:6][C@H:7]2[C@H:15]([OH:14])[C@@H:11]([NH:12][CH2:17][C:18]3[CH:23]=[CH:22][CH:21]=[C:20]([CH:24]([CH3:26])[CH3:25])[CH:19]=3)[CH2:10][S:9](=[O:28])(=[O:27])[CH2:8]2)=[CH:4][C:3]=1[CH2:31][C:32]1[CH:37]=[C:36]([CH3:38])[CH:35]=[C:34]([CH2:39][O:40][CH3:41])[CH:33]=1. The catalyst class is: 38.